This data is from NCI-60 drug combinations with 297,098 pairs across 59 cell lines. The task is: Regression. Given two drug SMILES strings and cell line genomic features, predict the synergy score measuring deviation from expected non-interaction effect. (1) Drug 1: C1CCC(C1)C(CC#N)N2C=C(C=N2)C3=C4C=CNC4=NC=N3. Drug 2: COC1=C(C=C2C(=C1)N=CN=C2NC3=CC(=C(C=C3)F)Cl)OCCCN4CCOCC4. Cell line: MCF7. Synergy scores: CSS=23.2, Synergy_ZIP=-1.71, Synergy_Bliss=7.02, Synergy_Loewe=5.46, Synergy_HSA=7.05. (2) Drug 1: C1CN(CCN1C(=O)CCBr)C(=O)CCBr. Drug 2: C1CN(P(=O)(OC1)NCCCl)CCCl. Cell line: HOP-62. Synergy scores: CSS=51.3, Synergy_ZIP=3.72, Synergy_Bliss=-0.443, Synergy_Loewe=-20.6, Synergy_HSA=1.76. (3) Drug 1: C1CC(=O)NC(=O)C1N2CC3=C(C2=O)C=CC=C3N. Synergy scores: CSS=12.9, Synergy_ZIP=-3.78, Synergy_Bliss=4.89, Synergy_Loewe=2.66, Synergy_HSA=2.70. Drug 2: CNC(=O)C1=NC=CC(=C1)OC2=CC=C(C=C2)NC(=O)NC3=CC(=C(C=C3)Cl)C(F)(F)F. Cell line: BT-549. (4) Drug 1: CCN(CC)CCCC(C)NC1=C2C=C(C=CC2=NC3=C1C=CC(=C3)Cl)OC. Drug 2: C1CN(CCN1C(=O)CCBr)C(=O)CCBr. Cell line: SW-620. Synergy scores: CSS=32.1, Synergy_ZIP=-5.84, Synergy_Bliss=-4.78, Synergy_Loewe=-13.8, Synergy_HSA=-3.48.